From a dataset of Reaction yield outcomes from USPTO patents with 853,638 reactions. Predict the reaction yield, written as a fraction of the theoretical maximum amount of product (1.0 means a 100% yield; for example, 0.34 means a 34% yield). (1) The reactants are [Br:1][C:2]1[C:11]([CH2:12][C:13]([O:15][CH3:16])=[O:14])=[C:10]2[C:5]([CH:6]=[CH:7][C:8]([O:17][CH3:18])=[N:9]2)=[CH:4][CH:3]=1.C=O.[C:21](=O)([O-])[O-].[K+].[K+].O. The catalyst is [Cl-].C([N+](CC)(CC)CC)C1C=CC=CC=1.C1CCCCC1. The product is [Br:1][C:2]1[C:11]([C:12](=[CH2:21])[C:13]([O:15][CH3:16])=[O:14])=[C:10]2[C:5]([CH:6]=[CH:7][C:8]([O:17][CH3:18])=[N:9]2)=[CH:4][CH:3]=1. The yield is 0.910. (2) The reactants are [CH3:1][C:2]1[CH:3]=[C:4]([CH:9]=[C:10]([CH3:15])[C:11]=1[N+:12]([O-])=O)[C:5]([O:7][CH3:8])=[O:6].Cl. The catalyst is CO.[Fe]. The product is [NH2:12][C:11]1[C:2]([CH3:1])=[CH:3][C:4]([C:5]([O:7][CH3:8])=[O:6])=[CH:9][C:10]=1[CH3:15]. The yield is 0.990.